This data is from Reaction yield outcomes from USPTO patents with 853,638 reactions. The task is: Predict the reaction yield, written as a fraction of the theoretical maximum amount of product (1.0 means a 100% yield; for example, 0.34 means a 34% yield). The reactants are C1(C(C2C=CC=CC=2)([C@H]2CCCN2)O)C=CC=CC=1.COB(OC)OC.B.C(N(CC)C1C=CC=CC=1)C.[O:39]=[C:40]([C:75]1[C:103]([F:104])=[CH:102][C:78]2[N:79]([CH2:94][O:95][CH2:96][CH2:97][Si:98]([CH3:101])([CH3:100])[CH3:99])[C:80]([C@@H:82]3[CH2:86][CH2:85][CH2:84][N:83]3[C:87]([O:89][C:90]([CH3:93])([CH3:92])[CH3:91])=[O:88])=[N:81][C:77]=2[CH:76]=1)[CH2:41][CH2:42][C:43]([C:45]1[C:73]([F:74])=[CH:72][C:48]2[N:49]([CH2:64][O:65][CH2:66][CH2:67][Si:68]([CH3:71])([CH3:70])[CH3:69])[C:50]([C@@H:52]3[CH2:56][CH2:55][CH2:54][N:53]3[C:57]([O:59][C:60]([CH3:63])([CH3:62])[CH3:61])=[O:58])=[N:51][C:47]=2[CH:46]=1)=[O:44].CO.Cl. The catalyst is C1COCC1. The product is [OH:44][C@H:43]([C:45]1[C:73]([F:74])=[CH:72][C:48]2[N:49]([CH2:64][O:65][CH2:66][CH2:67][Si:68]([CH3:71])([CH3:70])[CH3:69])[C:50]([C@@H:52]3[CH2:56][CH2:55][CH2:54][N:53]3[C:57]([O:59][C:60]([CH3:61])([CH3:62])[CH3:63])=[O:58])=[N:51][C:47]=2[CH:46]=1)[CH2:42][CH2:41][C@@H:40]([C:75]1[C:103]([F:104])=[CH:102][C:78]2[N:79]([CH2:94][O:95][CH2:96][CH2:97][Si:98]([CH3:99])([CH3:100])[CH3:101])[C:80]([C@@H:82]3[CH2:86][CH2:85][CH2:84][N:83]3[C:87]([O:89][C:90]([CH3:91])([CH3:92])[CH3:93])=[O:88])=[N:81][C:77]=2[CH:76]=1)[OH:39]. The yield is 0.930.